Dataset: Full USPTO retrosynthesis dataset with 1.9M reactions from patents (1976-2016). Task: Predict the reactants needed to synthesize the given product. (1) Given the product [CH3:35][O:34][C:33]1[CH:32]=[CH:31][CH:30]=[C:29]([O:36][CH3:37])[C:28]=1[O:27][CH2:26][CH2:25][N:22]1[CH2:23][CH2:24][CH:19]([C:17]([NH:12][C:10]([NH:9][C:5]2[CH:6]=[CH:7][CH:8]=[C:3]([C:2]([F:13])([F:14])[F:1])[CH:4]=2)=[O:11])=[O:16])[CH2:20][CH2:21]1, predict the reactants needed to synthesize it. The reactants are: [F:1][C:2]([F:14])([F:13])[C:3]1[CH:4]=[C:5]([NH:9][C:10]([NH2:12])=[O:11])[CH:6]=[CH:7][CH:8]=1.C[O:16][C:17]([CH:19]1[CH2:24][CH2:23][N:22]([CH2:25][CH2:26][O:27][C:28]2[C:33]([O:34][CH3:35])=[CH:32][CH:31]=[CH:30][C:29]=2[O:36][CH3:37])[CH2:21][CH2:20]1)=O.C[O-].[Na+].O. (2) Given the product [F:26][C:19]1[CH:18]=[C:17]([CH:27]([NH:29][C:30]([C:32]2[N:33]=[C:34]([C:5]3[CH:6]=[CH:7][CH:8]=[C:3]([C:2]([F:13])([F:12])[F:1])[CH:4]=3)[S:35][CH:36]=2)=[O:31])[CH3:28])[CH:16]=[C:15]([F:14])[C:20]=1[NH:21][S:22]([CH3:25])(=[O:24])=[O:23], predict the reactants needed to synthesize it. The reactants are: [F:1][C:2]([F:13])([F:12])[C:3]1[CH:4]=[C:5](B(O)O)[CH:6]=[CH:7][CH:8]=1.[F:14][C:15]1[CH:16]=[C:17]([CH:27]([NH:29][C:30]([C:32]2[N:33]=[C:34](Cl)[S:35][CH:36]=2)=[O:31])[CH3:28])[CH:18]=[C:19]([F:26])[C:20]=1[NH:21][S:22]([CH3:25])(=[O:24])=[O:23].C([O-])([O-])=O.[Cs+].[Cs+]. (3) Given the product [CH2:1]([CH:5]1[C:10](=[N:26][OH:27])[CH2:9][CH2:8][N:7]([CH2:12][CH2:13][C:14]2[CH:19]=[CH:18][CH:17]=[CH:16][CH:15]=2)[CH2:6]1)[CH2:2][CH2:3][CH3:4], predict the reactants needed to synthesize it. The reactants are: [CH2:1]([CH:5]1[C:10](=O)[CH2:9][CH2:8][N:7]([CH2:12][CH2:13][C:14]2[CH:19]=[CH:18][CH:17]=[CH:16][CH:15]=2)[CH2:6]1)[CH2:2][CH2:3][CH3:4].CC([O-])=O.[Na+].Cl.[NH2:26][OH:27].C([O-])([O-])=O.[Na+].[Na+]. (4) Given the product [Cl:18][C:14]1[CH:13]=[CH:12][CH:11]=[C:10]2[C:15]=1[C:16](=[O:17])[N:7]([C:2]1[CH:3]=[CH:4][CH:5]=[CH:6][C:1]=1[O:39][CH3:38])[C:8]([CH2:19][S:28][C:29]1[N:37]=[CH:36][N:35]=[C:34]3[C:30]=1[N:31]=[CH:32][NH:33]3)=[N:9]2, predict the reactants needed to synthesize it. The reactants are: [C:1]1(C2C=CC=CC=2)[CH:6]=[CH:5][CH:4]=[CH:3][C:2]=1[N:7]1[C:16](=[O:17])[C:15]2[C:10](=[CH:11][CH:12]=[CH:13][C:14]=2[Cl:18])[N:9]=[C:8]1[CH2:19]Cl.O.[SH:28][C:29]1[N:37]=[CH:36][N:35]=[C:34]2[C:30]=1[NH:31][CH:32]=[N:33]2.[C:38]([O-])([O-])=[O:39].[K+].[K+]. (5) Given the product [N:1]1([CH2:6][C:7]2[CH:12]=[CH:11][C:10]([CH2:13][CH2:14][NH:15][C:29]([C:26]3[CH:25]=[CH:24][C:23]([C:20]4[CH:21]=[CH:22][C:17]([Cl:16])=[CH:18][CH:19]=4)=[CH:28][N:27]=3)=[O:30])=[CH:9][CH:8]=2)[CH2:5][CH2:4][CH2:3][CH2:2]1, predict the reactants needed to synthesize it. The reactants are: [N:1]1([CH2:6][C:7]2[CH:12]=[CH:11][C:10]([CH2:13][CH2:14][NH2:15])=[CH:9][CH:8]=2)[CH2:5][CH2:4][CH2:3][CH2:2]1.[Cl:16][C:17]1[CH:22]=[CH:21][C:20]([C:23]2[CH:24]=[CH:25][C:26]([C:29](O)=[O:30])=[N:27][CH:28]=2)=[CH:19][CH:18]=1. (6) Given the product [Cl:1][C:2]1[CH:10]=[CH:9][CH:8]=[C:7]([F:11])[C:3]=1[C:4]([N:20]([CH2:21][C:22]1[CH:27]=[CH:26][C:25]([CH2:28][N:29]2[CH2:30][CH2:31][N:32]([C:35]3[C:40]([C:41]([O:43][CH:44]([CH3:45])[CH3:46])=[O:42])=[CH:39][CH:38]=[CH:37][N:36]=3)[CH2:33][CH2:34]2)=[CH:24][CH:23]=1)[CH2:18][CH3:19])=[O:6], predict the reactants needed to synthesize it. The reactants are: [Cl:1][C:2]1[CH:10]=[CH:9][CH:8]=[C:7]([F:11])[C:3]=1[C:4]([OH:6])=O.C(Cl)(=O)C(Cl)=O.[CH2:18]([NH:20][CH2:21][C:22]1[CH:27]=[CH:26][C:25]([CH2:28][N:29]2[CH2:34][CH2:33][N:32]([C:35]3[C:40]([C:41]([O:43][CH:44]([CH3:46])[CH3:45])=[O:42])=[CH:39][CH:38]=[CH:37][N:36]=3)[CH2:31][CH2:30]2)=[CH:24][CH:23]=1)[CH3:19].N1C=CC(C)=CC=1C.